From a dataset of Full USPTO retrosynthesis dataset with 1.9M reactions from patents (1976-2016). Predict the reactants needed to synthesize the given product. (1) The reactants are: [Br:1][C:2]1[CH:3]=[C:4]([N:9]2[CH2:14][CH2:13][O:12][CH2:11][CH2:10]2)[C:5](=[O:8])[NH:6][CH:7]=1.[H-].[Na+].Br[CH2:18][CH2:19][NH:20][C:21](=[O:27])[O:22][C:23]([CH3:26])([CH3:25])[CH3:24]. Given the product [Br:1][C:2]1[CH:3]=[C:4]([N:9]2[CH2:14][CH2:13][O:12][CH2:11][CH2:10]2)[C:5](=[O:8])[N:6]([CH2:18][CH2:19][NH:20][C:21](=[O:27])[O:22][C:23]([CH3:26])([CH3:25])[CH3:24])[CH:7]=1, predict the reactants needed to synthesize it. (2) The reactants are: [C:14]1(P([C:14]2[CH:19]=[CH:18][CH:17]=[CH:16][CH:15]=2)[C:14]2[CH:19]=[CH:18][CH:17]=[CH:16][CH:15]=2)[CH:19]=[CH:18][CH:17]=[CH:16][CH:15]=1.[C:20]1(=[O:30])[NH:24][C:23](=[O:25])[C:22]2=[CH:26][CH:27]=[CH:28][CH:29]=[C:21]12.N(C(O[CH:42]([CH3:44])[CH3:43])=O)=NC(OC(C)C)=O. Given the product [CH3:20]/[C:21](/[CH2:22][CH2:26][CH:27]=[C:42]([CH3:43])[CH3:44])=[CH:29]\[CH:28]([N:24]1[C:20](=[O:30])[C:21]2[C:22](=[CH:26][CH:27]=[CH:28][CH:29]=2)[C:23]1=[O:25])[C:14]1[CH:15]=[CH:16][CH:17]=[CH:18][CH:19]=1, predict the reactants needed to synthesize it. (3) The reactants are: [NH2:1][C:2]1[CH:3]=[N:4][CH:5]=[CH:6][CH:7]=1.[CH3:8][C:9]1[CH:25]=[CH:24][C:12]([C:13]([NH:15][CH:16]([N:21]=[C:22]=[S:23])[C:17]([F:20])([F:19])[F:18])=[O:14])=[CH:11][CH:10]=1. Given the product [CH3:8][C:9]1[CH:10]=[CH:11][C:12]([C:13]([NH:15][CH:16]([NH:21][C:22]([NH:1][C:2]2[CH:3]=[N:4][CH:5]=[CH:6][CH:7]=2)=[S:23])[C:17]([F:20])([F:19])[F:18])=[O:14])=[CH:24][CH:25]=1, predict the reactants needed to synthesize it. (4) Given the product [NH2:28][C:25]1[CH:26]=[CH:27][C:22]([F:21])=[CH:23][C:24]=1[C:2]1[NH:3][C:4]2[C:9]([C:10]=1[CH:11]1[CH2:16][CH2:15][CH2:14][CH2:13][CH2:12]1)=[CH:8][CH:7]=[C:6]([C:17]([O:19][CH3:20])=[O:18])[CH:5]=2, predict the reactants needed to synthesize it. The reactants are: Br[C:2]1[NH:3][C:4]2[C:9]([C:10]=1[CH:11]1[CH2:16][CH2:15][CH2:14][CH2:13][CH2:12]1)=[CH:8][CH:7]=[C:6]([C:17]([O:19][CH3:20])=[O:18])[CH:5]=2.[F:21][C:22]1[CH:27]=[CH:26][C:25]([NH2:28])=[C:24](B2OC(C)(C)C(C)(C)O2)[CH:23]=1.C(=O)([O-])O.[Na+]. (5) Given the product [Br:1][C:2]1[CH:3]=[C:4]([C:11]([CH3:30])([CH3:29])[CH2:12][C@:13]([CH2:19][S:20][C:22]2[CH:27]=[CH:26][C:25]([CH3:28])=[CH:24][CH:23]=2)([OH:18])[C:14]([F:17])([F:15])[F:16])[C:5]2[O:9][CH2:8][CH2:7][C:6]=2[CH:10]=1, predict the reactants needed to synthesize it. The reactants are: [Br:1][C:2]1[CH:3]=[C:4]([C:11]([CH3:30])([CH3:29])[CH2:12][C@:13]([CH2:19][S@:20]([C:22]2[CH:27]=[CH:26][C:25]([CH3:28])=[CH:24][CH:23]=2)=O)([OH:18])[C:14]([F:17])([F:16])[F:15])[C:5]2[O:9][CH2:8][CH2:7][C:6]=2[CH:10]=1.[I-].[Na+].FC(F)(F)C(OC(=O)C(F)(F)F)=O. (6) Given the product [Cl:15][C:14]1[C:6]2[C:5]3[CH:4]=[C:3]([O:16][CH3:17])[C:2]([C:23]4[C:19]([CH3:18])=[N:20][O:21][C:22]=4[CH3:33])=[CH:10][C:9]=3[NH:8][C:7]=2[CH:11]=[CH:12][N:13]=1, predict the reactants needed to synthesize it. The reactants are: Br[C:2]1[C:3]([O:16][CH3:17])=[CH:4][C:5]2[C:6]3[C:14]([Cl:15])=[N:13][CH:12]=[CH:11][C:7]=3[NH:8][C:9]=2[CH:10]=1.[CH3:18][C:19]1[C:23](B2OC(C)(C)C(C)(C)O2)=[C:22]([CH3:33])[O:21][N:20]=1.C([O-])([O-])=O.[K+].[K+].N#N. (7) Given the product [CH3:15][N:19]1[CH2:18][CH2:17][CH2:23][C@H:22]1[C:24]([NH:34][C:35]1[C:43]2[N:42]=[C:41]([CH2:44][N:45]([CH3:56])[CH:46]3[C:55]4[N:54]=[CH:53][CH:52]=[CH:51][C:50]=4[CH2:49][CH2:48][CH2:47]3)[NH:40][C:39]=2[CH:38]=[CH:37][CH:36]=1)=[O:25], predict the reactants needed to synthesize it. The reactants are: C(N(C[C:15]1[NH:19][C:18]2C=C[C:22]([C:24](NCCC3N=CNC=3)=[O:25])=[CH:23][C:17]=2N=1)C1C2N=CC=CC=2CCC1)C.[NH2:34][C:35]1[C:43]2[N:42]=[C:41]([CH2:44][N:45]([CH3:56])[CH:46]3[C:55]4[N:54]=[CH:53][CH:52]=[CH:51][C:50]=4[CH2:49][CH2:48][CH2:47]3)[NH:40][C:39]=2[CH:38]=[CH:37][CH:36]=1.CN1CCC[C@H]1C(O)=O.O=C1N(P(Cl)(N2CCOC2=O)=O)CCO1.C(N(CC)C(C)C)(C)C.